The task is: Predict the reactants needed to synthesize the given product.. This data is from Retrosynthesis with 50K atom-mapped reactions and 10 reaction types from USPTO. (1) Given the product BrCc1ccc(C=Cc2ccccc2)cc1, predict the reactants needed to synthesize it. The reactants are: Cc1ccc(C=Cc2ccccc2)cc1.O=C1CCC(=O)N1Br. (2) Given the product C=CC[C@@]1(C)C[C@H](c2cccc(Cl)c2)[C@@H](c2ccc(Cl)cc2)N([C@H](CC)CO)C1=O, predict the reactants needed to synthesize it. The reactants are: C=CC[C@@]1(C)C[C@H](c2cccc(Cl)c2)[C@@H](c2ccc(Cl)cc2)N([C@@H](CC)C(=O)OC)C1=O. (3) The reactants are: COC(=O)[C@@H]1[C@H](CN=[N+]=[N-])CCN1[C@@H](C)c1ccccc1.[NH4+]. Given the product C[C@@H](c1ccccc1)N1CC[C@@H](CN=[N+]=[N-])[C@H]1C(N)=O, predict the reactants needed to synthesize it.